From a dataset of Peptide-MHC class II binding affinity with 134,281 pairs from IEDB. Regression. Given a peptide amino acid sequence and an MHC pseudo amino acid sequence, predict their binding affinity value. This is MHC class II binding data. (1) The peptide sequence is QEVFKAIQSLKTTEV. The MHC is H-2-IAb with pseudo-sequence H-2-IAb. The binding affinity (normalized) is 0.384. (2) The peptide sequence is AFKVAATLANAAPAN. The MHC is DRB1_0701 with pseudo-sequence DRB1_0701. The binding affinity (normalized) is 0.752.